Dataset: Reaction yield outcomes from USPTO patents with 853,638 reactions. Task: Predict the reaction yield, written as a fraction of the theoretical maximum amount of product (1.0 means a 100% yield; for example, 0.34 means a 34% yield). The reactants are C([O:5][C:6]([C:8]1[C:27]([F:28])=[CH:26][C:11]([O:12][C@@H:13]2[CH2:18][CH2:17][CH2:16][N:15]([C:19]([O:21][C:22]([CH3:25])([CH3:24])[CH3:23])=[O:20])[CH2:14]2)=[C:10]([CH:29]2[CH2:31][CH2:30]2)[CH:9]=1)=[O:7])(C)(C)C.C(=O)(O)[O-].[Na+].C(OC(OC(C)(C)C)=O)(OC(C)(C)C)=O.Cl. The catalyst is ClCCl. The product is [C:22]([O:21][C:19]([N:15]1[CH2:16][CH2:17][CH2:18][C@@H:13]([O:12][C:11]2[C:10]([CH:29]3[CH2:30][CH2:31]3)=[CH:9][C:8]([C:6]([OH:7])=[O:5])=[C:27]([F:28])[CH:26]=2)[CH2:14]1)=[O:20])([CH3:25])([CH3:23])[CH3:24]. The yield is 1.00.